From a dataset of Full USPTO retrosynthesis dataset with 1.9M reactions from patents (1976-2016). Predict the reactants needed to synthesize the given product. (1) The reactants are: C([O:3][C:4](=[O:38])[CH2:5][CH2:6][CH2:7][NH:8][C:9]([C:11]1[C:12]([OH:37])=[C:13]2[C:18](=[CH:19][N:20]=1)[N:17](CC1C=CC=CC=1)[C:16](=[O:28])[C:15]([C:29]1[CH:34]=[CH:33][CH:32]=[C:31]([O:35][CH3:36])[CH:30]=1)=[CH:14]2)=[O:10])C.[OH-].[Na+].CO. Given the product [CH2:15]([N:20]1[CH:19]=[C:18]2[C:13](=[CH:14][CH:15]([C:29]3[CH:34]=[CH:33][CH:32]=[C:31]([O:35][CH3:36])[CH:30]=3)[C:16](=[O:28])[NH:17]2)[C:12]([OH:37])=[C:11]1[C:9]([NH:8][CH2:7][CH2:6][CH2:5][C:4]([OH:3])=[O:38])=[O:10])[C:29]1[CH:34]=[CH:33][CH:32]=[CH:31][CH:30]=1, predict the reactants needed to synthesize it. (2) Given the product [CH3:1][O:2][C:3]1[C:19]([O:20][CH3:21])=[C:18]([O:22][CH3:23])[CH:17]=[C:16]([CH3:24])[C:4]=1[C:5]([C:7]1[C:12]([O:13][CH3:14])=[CH:11][N+:10]([O-:33])=[CH:9][C:8]=1[Cl:15])=[O:6], predict the reactants needed to synthesize it. The reactants are: [CH3:1][O:2][C:3]1[C:19]([O:20][CH3:21])=[C:18]([O:22][CH3:23])[CH:17]=[C:16]([CH3:24])[C:4]=1[C:5]([C:7]1[C:12]([O:13][CH3:14])=[CH:11][N:10]=[CH:9][C:8]=1[Cl:15])=[O:6].ClC1C=CC=C(C(OO)=[O:33])C=1.[OH-].[Na+]. (3) Given the product [CH2:2]([O:3][CH2:4][C@H:5]([CH2:7][OH:8])[OH:6])[CH2:9][CH2:25][CH2:24][CH2:23][CH2:22][CH2:21][CH2:20][CH2:19][CH2:18][CH2:17][CH2:16][CH2:15][CH2:14][CH2:13][CH3:12], predict the reactants needed to synthesize it. The reactants are: C[C:2]1([CH3:9])[O:6][C@H:5]([CH2:7][OH:8])[CH2:4][O:3]1.[OH-].[K+].[CH2:12](Br)[CH2:13][CH2:14][CH2:15][CH2:16][CH2:17][CH2:18][CH2:19][CH2:20][CH2:21][CH2:22][CH2:23][CH2:24][CH2:25]CC. (4) Given the product [Cl:1][C:2]1[N:3]=[C:4]([N:15]2[CH2:20][CH2:19][O:18][CH2:17][CH2:16]2)[C:5]2[CH:10]=[C:9]([C:11]([O:14][CH3:25])([CH3:13])[CH3:12])[S:8][C:6]=2[N:7]=1, predict the reactants needed to synthesize it. The reactants are: [Cl:1][C:2]1[N:3]=[C:4]([N:15]2[CH2:20][CH2:19][O:18][CH2:17][CH2:16]2)[C:5]2[CH:10]=[C:9]([C:11]([OH:14])([CH3:13])[CH3:12])[S:8][C:6]=2[N:7]=1.[H-].[Na+].CI.[C:25](OCC)(=O)C. (5) Given the product [F:1][C:2]1[CH:3]=[CH:4][C:5]([C:6](/[N:8]=[C:9]2\[NH:10][C:11]3[CH:27]=[CH:26][C:25]([CH2:28][N:29]4[CH2:34][CH2:33][O:32][CH2:31][CH2:30]4)=[CH:24][C:12]=3[N:13]\2[C@@H:14]2[CH2:19][CH2:18][C@H:17]([C:20]([OH:22])=[O:21])[CH2:16][CH2:15]2)=[O:7])=[CH:35][CH:36]=1, predict the reactants needed to synthesize it. The reactants are: [F:1][C:2]1[CH:36]=[CH:35][C:5]([C:6](/[N:8]=[C:9]2\[NH:10][C:11]3[CH:27]=[CH:26][C:25]([CH2:28][N:29]4[CH2:34][CH2:33][O:32][CH2:31][CH2:30]4)=[CH:24][C:12]=3[N:13]\2[C@@H:14]2[CH2:19][CH2:18][C@H:17]([C:20]([O:22]C)=[O:21])[CH2:16][CH2:15]2)=[O:7])=[CH:4][CH:3]=1.[OH-].[Na+]. (6) Given the product [C:1]([O:5][C:6]([CH:8]1[CH:14]([NH:32][C:36]([O:63][CH2:62][C:61]2[CH:64]=[CH:65][C:58]([O:57][CH3:56])=[CH:59][CH:60]=2)=[O:46])[CH2:13][CH:12]=[CH:11][CH2:10][N:9]1[S:18]([C:21]1[CH:26]=[CH:25][C:24]([O:27][CH3:28])=[CH:23][CH:22]=1)(=[O:20])=[O:19])=[O:7])([CH3:4])([CH3:2])[CH3:3], predict the reactants needed to synthesize it. The reactants are: [C:1]([O:5][C:6]([CH:8]1[CH:14](C(O)=O)[CH2:13][CH:12]=[CH:11][CH2:10][N:9]1[S:18]([C:21]1[CH:26]=[CH:25][C:24]([O:27][CH3:28])=[CH:23][CH:22]=1)(=[O:20])=[O:19])=[O:7])([CH3:4])([CH3:3])[CH3:2].C([N:32]([CH2:36]CC)CCC)CC.C1(P(N=[N+]=[N-])(C2C=CC=CC=2)=[O:46])C=CC=CC=1.[CH3:56][O:57][C:58]1[CH:65]=[CH:64][C:61]([CH2:62][OH:63])=[CH:60][CH:59]=1. (7) Given the product [Cl:17][C:12]1[N:11]=[C:10]([NH:9][C:6]2[CH:5]=[CH:4][C:3]([O:2][CH3:1])=[CH:8][CH:7]=2)[N:15]=[C:14]([NH:18][C:19]2[CH:24]=[CH:23][CH:22]=[CH:21][CH:20]=2)[N:13]=1, predict the reactants needed to synthesize it. The reactants are: [CH3:1][O:2][C:3]1[CH:8]=[CH:7][C:6]([NH:9][C:10]2[N:15]=[C:14](Cl)[N:13]=[C:12]([Cl:17])[N:11]=2)=[CH:5][CH:4]=1.[NH2:18][C:19]1[CH:24]=[CH:23][CH:22]=[CH:21][CH:20]=1.C(N(C(C)C)CC)(C)C. (8) The reactants are: [F:1][C:2]1[CH:3]=[C:4]2[C:8](=[CH:9][CH:10]=1)[N:7]([CH3:11])[CH:6]=[C:5]2[C:12]([OH:14])=O.C(Cl)(=O)C(Cl)=O.[NH2:21][C:22]1[C:27]([Cl:28])=[CH:26][C:25]([CH2:29][C:30]([O:32][CH2:33][CH3:34])=[O:31])=[C:24]([F:35])[CH:23]=1.C(N(CC)CC)C. Given the product [Cl:28][C:27]1[C:22]([NH:21][C:12]([C:5]2[C:4]3[C:8](=[CH:9][CH:10]=[C:2]([F:1])[CH:3]=3)[N:7]([CH3:11])[CH:6]=2)=[O:14])=[CH:23][C:24]([F:35])=[C:25]([CH2:29][C:30]([O:32][CH2:33][CH3:34])=[O:31])[CH:26]=1, predict the reactants needed to synthesize it. (9) Given the product [CH3:1][N:2]1[CH2:7][CH2:6][CH:5]([NH:8][C:9]2[CH:10]=[C:11]([NH:19][C:27](=[O:28])[O:29][C:30]3[CH:35]=[CH:34][CH:33]=[CH:32][CH:31]=3)[CH:12]=[C:13]([C:15]([F:16])([F:17])[F:18])[CH:14]=2)[CH2:4][CH2:3]1, predict the reactants needed to synthesize it. The reactants are: [CH3:1][N:2]1[CH2:7][CH2:6][CH:5]([NH:8][C:9]2[CH:14]=[C:13]([C:15]([F:18])([F:17])[F:16])[CH:12]=[C:11]([NH2:19])[CH:10]=2)[CH2:4][CH2:3]1.N1C=CC=CC=1.Cl[C:27]([O:29][C:30]1[CH:35]=[CH:34][CH:33]=[CH:32][CH:31]=1)=[O:28].C(Cl)Cl. (10) The reactants are: N[C:2]1[N:7]=[C:6](/[CH:8]=[C:9]2/[C:10](=[O:15])[NH:11][C:12](=[O:14])[S:13]/2)[CH:5]=[CH:4][N:3]=1.[O:16]1[CH:20]=[CH:19][CH:18]=[C:17]1[C:21](Cl)=[O:22].C([N:26](CC)CC)C.C(=O)(O)[O-].[Na+]. Given the product [O:14]=[C:12]1[NH:11][C:10](=[O:15])[C:9](=[CH:8][C:6]2[CH:5]=[CH:4][N:3]=[C:2]([C:19]3[CH:18]=[C:17]([C:21]([NH2:26])=[O:22])[O:16][CH:20]=3)[N:7]=2)[S:13]1, predict the reactants needed to synthesize it.